Regression. Given two drug SMILES strings and cell line genomic features, predict the synergy score measuring deviation from expected non-interaction effect. From a dataset of NCI-60 drug combinations with 297,098 pairs across 59 cell lines. (1) Drug 1: CC1=C(C=C(C=C1)C(=O)NC2=CC(=CC(=C2)C(F)(F)F)N3C=C(N=C3)C)NC4=NC=CC(=N4)C5=CN=CC=C5. Drug 2: COC1=NC(=NC2=C1N=CN2C3C(C(C(O3)CO)O)O)N. Cell line: NCI-H522. Synergy scores: CSS=-8.71, Synergy_ZIP=4.75, Synergy_Bliss=-0.441, Synergy_Loewe=-9.17, Synergy_HSA=-9.26. (2) Drug 1: CN1CCC(CC1)COC2=C(C=C3C(=C2)N=CN=C3NC4=C(C=C(C=C4)Br)F)OC. Drug 2: CS(=O)(=O)OCCCCOS(=O)(=O)C. Cell line: SN12C. Synergy scores: CSS=16.1, Synergy_ZIP=-5.20, Synergy_Bliss=-4.05, Synergy_Loewe=-6.70, Synergy_HSA=-2.98.